Predict the reaction yield, written as a fraction of the theoretical maximum amount of product (1.0 means a 100% yield; for example, 0.34 means a 34% yield). From a dataset of Reaction yield outcomes from USPTO patents with 853,638 reactions. (1) The reactants are [C:1]([O:5][C:6](=[O:34])[NH:7][C:8]1[CH:13]=[CH:12][C:11]([O:14][C:15]2[CH:20]=[CH:19][C:18]([C:21](=[O:30])[NH:22][C:23]3[CH:28]=[CH:27][C:26]([Cl:29])=[CH:25][N:24]=3)=[CH:17][C:16]=2[N+:31]([O-])=O)=[CH:10][CH:9]=1)([CH3:4])([CH3:3])[CH3:2].[Cl-].[NH4+]. The catalyst is C(O)C.O.C(OCC)(=O)C.[Fe]. The product is [C:1]([O:5][C:6](=[O:34])[NH:7][C:8]1[CH:13]=[CH:12][C:11]([O:14][C:15]2[CH:20]=[CH:19][C:18]([C:21](=[O:30])[NH:22][C:23]3[CH:28]=[CH:27][C:26]([Cl:29])=[CH:25][N:24]=3)=[CH:17][C:16]=2[NH2:31])=[CH:10][CH:9]=1)([CH3:4])([CH3:2])[CH3:3]. The yield is 0.940. (2) The reactants are C(O[BH-](OC(=O)C)OC(=O)C)(=O)C.[Na+].[Cl:15]/[C:16](/[C:25]([F:28])([F:27])[F:26])=[CH:17]\[CH:18]1[CH:20]([CH:21]=O)[C:19]1([CH3:24])[CH3:23].[NH2:29][CH:30]([C:33]1[CH:38]=[CH:37][CH:36]=[C:35]([O:39][C:40]2[CH:45]=[CH:44][CH:43]=[CH:42][CH:41]=2)[CH:34]=1)[C:31]#[N:32]. The catalyst is ClCCCl. The product is [Cl:15]/[C:16](/[C:25]([F:28])([F:27])[F:26])=[CH:17]\[CH:18]1[CH:20]([CH2:21][NH:29][CH:30]([C:33]2[CH:38]=[CH:37][CH:36]=[C:35]([O:39][C:40]3[CH:45]=[CH:44][CH:43]=[CH:42][CH:41]=3)[CH:34]=2)[C:31]#[N:32])[C:19]1([CH3:24])[CH3:23]. The yield is 0.350. (3) The reactants are [OH:1][C:2]1[CH:10]=[C:9]2[C:5]([C:6]([C:13]#[N:14])=[CH:7][N:8]2[CH2:11][CH3:12])=[CH:4][CH:3]=1.C([O-])([O-])=O.[K+].[K+].I[CH2:22][CH3:23]. The catalyst is C(C(C)=O)C.O. The product is [CH2:22]([O:1][C:2]1[CH:10]=[C:9]2[C:5]([C:6]([C:13]#[N:14])=[CH:7][N:8]2[CH2:11][CH3:12])=[CH:4][CH:3]=1)[CH3:23]. The yield is 1.00. (4) The reactants are [NH2:1][C:2]1[CH:3]=[C:4]([C:8]2[C:16]3[C:11](=[CH:12][CH:13]=[C:14]([C:17]([NH2:19])=[O:18])[CH:15]=3)[N:10](C3CCCCO3)[N:9]=2)[CH:5]=[CH:6][CH:7]=1.[F:26][C:27]1[CH:32]=[CH:31][CH:30]=[CH:29][C:28]=1[CH2:33][C:34](O)=[O:35].CCN=C=NCCCN(C)C. No catalyst specified. The product is [F:26][C:27]1[CH:32]=[CH:31][CH:30]=[CH:29][C:28]=1[CH2:33][C:34]([NH:1][C:2]1[CH:3]=[C:4]([C:8]2[C:16]3[C:11](=[CH:12][CH:13]=[C:14]([C:17]([NH2:19])=[O:18])[CH:15]=3)[NH:10][N:9]=2)[CH:5]=[CH:6][CH:7]=1)=[O:35]. The yield is 0.120.